From a dataset of Reaction yield outcomes from USPTO patents with 853,638 reactions. Predict the reaction yield, written as a fraction of the theoretical maximum amount of product (1.0 means a 100% yield; for example, 0.34 means a 34% yield). (1) The reactants are [CH3:1][O:2][C:3](=[O:24])[CH2:4][CH2:5][C:6]1[C:7](=[O:23])[N:8](CC2C=CC(OC)=CC=2OC)[CH2:9][CH2:10][CH:11]=1.C([SiH](CC)CC)C. The catalyst is FC(F)(F)C(O)=O. The product is [CH3:1][O:2][C:3](=[O:24])[CH2:4][CH2:5][C:6]1[C:7](=[O:23])[NH:8][CH2:9][CH2:10][CH:11]=1. The yield is 0.550. (2) The reactants are [Br:1][C:2]1[C:3]([CH2:12][CH3:13])=[C:4]([N+:9]([O-])=O)[C:5]([Cl:8])=[N:6][CH:7]=1.[NH4+].[Cl-]. The catalyst is CCO.O.[Fe]. The product is [Br:1][C:2]1[C:3]([CH2:12][CH3:13])=[C:4]([NH2:9])[C:5]([Cl:8])=[N:6][CH:7]=1. The yield is 0.910. (3) The reactants are Cl.[OH:2][CH2:3][CH2:4][N:5]([CH:28]([CH3:30])[CH3:29])[C:6]([C:8]1[N:17]=[C:16]2[N:10]([CH2:11][CH2:12][O:13][C:14]3[CH:21]=[C:20]([CH:22]4[CH2:27][CH2:26][NH:25][CH2:24][CH2:23]4)[CH:19]=[CH:18][C:15]=32)[CH:9]=1)=[O:7].C(=O)([O-])[O-].[K+].[K+].[CH3:37][N:38]([CH3:43])[C:39](=[O:42])[CH2:40]Cl. The catalyst is CN(C=O)C. The product is [CH3:37][N:38]([CH3:43])[C:39](=[O:42])[CH2:40][N:25]1[CH2:26][CH2:27][CH:22]([C:20]2[CH:19]=[CH:18][C:15]3[C:16]4[N:10]([CH:9]=[C:8]([C:6]([N:5]([CH2:4][CH2:3][OH:2])[CH:28]([CH3:30])[CH3:29])=[O:7])[N:17]=4)[CH2:11][CH2:12][O:13][C:14]=3[CH:21]=2)[CH2:23][CH2:24]1. The yield is 0.200. (4) The reactants are Br[C:2]1[CH:3]=[C:4]([NH:10][C:11]2[CH:15]=[C:14]([CH3:16])[O:13][N:12]=2)[C:5](=[O:9])[N:6]([CH3:8])[CH:7]=1.[C:17]([O:20][CH2:21][C:22]1[C:23]([N:31]2[CH2:42][CH2:41][N:40]3[C:33](=[CH:34][C:35]4[CH2:36][C:37]([CH3:44])([CH3:43])[CH2:38][C:39]=43)[C:32]2=[O:45])=[N:24][CH:25]=[CH:26][C:27]=1B(O)O)(=[O:19])[CH3:18].[O-]P([O-])([O-])=O.[K+].[K+].[K+].C([O-])(=O)C.[Na+]. The catalyst is O.C1C=CC(P(C2C=CC=CC=2)[C-]2C=CC=C2)=CC=1.C1C=CC(P(C2C=CC=CC=2)[C-]2C=CC=C2)=CC=1.Cl[Pd]Cl.[Fe+2].C(#N)C. The product is [C:17]([O:20][CH2:21][C:22]1[C:23]([N:31]2[CH2:42][CH2:41][N:40]3[C:33](=[CH:34][C:35]4[CH2:36][C:37]([CH3:44])([CH3:43])[CH2:38][C:39]=43)[C:32]2=[O:45])=[N:24][CH:25]=[CH:26][C:27]=1[C:2]1[CH:3]=[C:4]([NH:10][C:11]2[CH:15]=[C:14]([CH3:16])[O:13][N:12]=2)[C:5](=[O:9])[N:6]([CH3:8])[CH:7]=1)(=[O:19])[CH3:18]. The yield is 0.340. (5) The reactants are [C:1]([O:9][CH2:10][CH:11]1[CH2:13][O:12]1)(=[O:8])[C:2]1[CH:7]=[CH:6][CH:5]=[CH:4][CH:3]=1.[OH:14][C:15]1[CH:16]=[C:17]([CH2:22][C@H:23]([NH:27][C:28]([O:30][C:31]([CH3:34])([CH3:33])[CH3:32])=[O:29])[C:24]([OH:26])=[O:25])[CH:18]=[CH:19][C:20]=1[OH:21]. The catalyst is [Br-].C([N+](CCCC)(CCCC)CCCC)CCC.C1(C)C=CC=CC=1. The product is [OH:14][C:15]1[CH:16]=[C:17]([CH2:22][C@H:23]([NH:27][C:28]([O:30][C:31]([CH3:34])([CH3:33])[CH3:32])=[O:29])[C:24]([O:26][CH2:13][CH:11]([OH:12])[CH2:10][O:9][C:1]([C:2]2[CH:7]=[CH:6][CH:5]=[CH:4][CH:3]=2)=[O:8])=[O:25])[CH:18]=[CH:19][C:20]=1[OH:21]. The yield is 0.260. (6) The reactants are [Br:1][C:2]1[CH:3]=[CH:4][C:5]([C:9](=[N:11][NH2:12])[NH2:10])=[N:6][C:7]=1[CH3:8].[CH:13](O)=O. No catalyst specified. The product is [Br:1][C:2]1[C:7]([CH3:8])=[N:6][C:5]([C:9]2[N:10]=[CH:13][NH:12][N:11]=2)=[CH:4][CH:3]=1. The yield is 0.920. (7) The reactants are [CH3:1][C:2]([OH:11])([CH2:4][CH2:5][CH2:6][CH:7]([CH3:10])[CH:8]=[CH2:9])[CH3:3].[CH2:12](Br)[CH:13]=[CH2:14].[H-].[Na+]. The catalyst is CN(C=O)C. The product is [CH2:14]([O:11][C:2]([CH3:1])([CH3:3])[CH2:4][CH2:5][CH2:6][CH:7]([CH3:10])[CH:8]=[CH2:9])[CH:13]=[CH2:12]. The yield is 0.400. (8) The reactants are [NH:1]1[CH2:6][CH2:5][CH2:4][CH2:3][CH2:2]1.[Cl:7][CH2:8][O:9][C:10](Cl)=[O:11]. The catalyst is CCCCCC.C(OCC)(=O)C. The product is [Cl:7][CH2:8][O:9][C:10]([N:1]1[CH2:6][CH2:5][CH2:4][CH2:3][CH2:2]1)=[O:11]. The yield is 0.896. (9) The reactants are [C:1](Cl)(=[O:5])[C:2](Cl)=O.[F:7][C:8]([F:14])([F:13])[CH2:9][C:10](O)=[O:11].N1C=CC=CC=1.C(O)C. The catalyst is C(Cl)Cl. The product is [F:7][C:8]([F:14])([F:13])[CH2:9][C:10]([O:5][CH2:1][CH3:2])=[O:11]. The yield is 0.590.